Task: Predict the reaction yield, written as a fraction of the theoretical maximum amount of product (1.0 means a 100% yield; for example, 0.34 means a 34% yield).. Dataset: Reaction yield outcomes from USPTO patents with 853,638 reactions (1) The reactants are [CH2:1]([N:8]1[C:17]2[C:12](=[C:13](Br)[CH:14]=[CH:15][CH:16]=2)[C:11](=[O:19])[CH:10]=[CH:9]1)[C:2]1[CH:7]=[CH:6][CH:5]=[CH:4][CH:3]=1.[CH3:20][C:21]1[CH:26]=[C:25]([CH3:27])[CH:24]=[C:23]([CH3:28])[C:22]=1B(O)O.C(=O)([O-])[O-].[Cs+].[Cs+]. The catalyst is C1(C)C=CC=CC=1.CC([O-])=O.CC([O-])=O.[Pd+2]. The product is [CH2:1]([N:8]1[C:17]2[C:12](=[C:13]([C:22]3[C:23]([CH3:28])=[CH:24][C:25]([CH3:27])=[CH:26][C:21]=3[CH3:20])[CH:14]=[CH:15][CH:16]=2)[C:11](=[O:19])[CH:10]=[CH:9]1)[C:2]1[CH:7]=[CH:6][CH:5]=[CH:4][CH:3]=1. The yield is 0.300. (2) The reactants are [CH3:1][C:2]1[NH:3][CH:4]=[CH:5][C:6]=1[C:7]([O:9][CH2:10][CH3:11])=[O:8].[Br:12]N1C(=O)CCC1=O.O.C(OCC)C. The catalyst is O1CCCC1. The product is [Br:12][C:4]1[NH:3][C:2]([CH3:1])=[C:6]([C:7]([O:9][CH2:10][CH3:11])=[O:8])[CH:5]=1. The yield is 0.970. (3) The yield is 0.870. The catalyst is CN(C)C=O.O.C(OCC)(=O)C. The product is [Si:43]([O:50][CH2:51][CH2:52][N:53]([CH3:54])[C:31]([C:10]1[C:9]([O:8][CH2:1][C:2]2[CH:7]=[CH:6][CH:5]=[CH:4][CH:3]=2)=[C:14]([OH:15])[N:13]=[C:12]([CH2:16][C:17]2([N:22]3[C:26]4=[N:27][CH:28]=[CH:29][CH:30]=[C:25]4[CH:24]=[CH:23]3)[CH2:18][CH2:19][CH2:20][CH2:21]2)[N:11]=1)=[O:32])([C:46]([CH3:49])([CH3:48])[CH3:47])([CH3:44])[CH3:45]. The reactants are [CH2:1]([O:8][C:9]1[C:10]([C:31](O)=[O:32])=[N:11][C:12]([CH2:16][C:17]2([N:22]3[C:26]4=[N:27][CH:28]=[CH:29][CH:30]=[C:25]4[CH:24]=[CH:23]3)[CH2:21][CH2:20][CH2:19][CH2:18]2)=[N:13][C:14]=1[OH:15])[C:2]1[CH:7]=[CH:6][CH:5]=[CH:4][CH:3]=1.C(N(CC)C(C)C)(C)C.[Si:43]([O:50][CH2:51][CH2:52][NH:53][CH3:54])([C:46]([CH3:49])([CH3:48])[CH3:47])([CH3:45])[CH3:44].CN(C(ON1N=NC2C=CC=NC1=2)=[N+](C)C)C.F[P-](F)(F)(F)(F)F. (4) The reactants are [CH:1]1([CH2:4][C:5]([CH:7]2[C:12](=O)[CH2:11][C:10]([CH3:15])([CH3:14])[CH2:9][C:8]2=[O:16])=O)[CH2:3][CH2:2]1.Cl.[C:18]([C:20]1[CH:25]=[CH:24][C:23]([NH:26][NH2:27])=[CH:22][CH:21]=1)#[N:19].CC(O)=O. The catalyst is CCO. The product is [CH:1]1([CH2:4][C:5]2[C:7]3[C:8](=[O:16])[CH2:9][C:10]([CH3:15])([CH3:14])[CH2:11][C:12]=3[N:26]([C:23]3[CH:24]=[CH:25][C:20]([C:18]#[N:19])=[CH:21][CH:22]=3)[N:27]=2)[CH2:2][CH2:3]1. The yield is 0.510. (5) The catalyst is CO. The reactants are [CH3:1][C:2]1[C:7]([CH:8]([CH2:13][CH2:14][CH3:15])[C:9]([O:11]C)=[O:10])=[C:6]([C:16]2[CH:17]=[C:18]3[C:22](=[CH:23][CH:24]=2)[N:21]([CH3:25])[CH:20]=[CH:19]3)[N:5]=[C:4]([C:26]2[CH:31]=[CH:30][CH:29]=[CH:28][CH:27]=2)[N:3]=1.[OH-].[Na+]. The yield is 0.760. The product is [CH3:1][C:2]1[C:7]([CH:8]([CH2:13][CH2:14][CH3:15])[C:9]([OH:11])=[O:10])=[C:6]([C:16]2[CH:17]=[C:18]3[C:22](=[CH:23][CH:24]=2)[N:21]([CH3:25])[CH:20]=[CH:19]3)[N:5]=[C:4]([C:26]2[CH:31]=[CH:30][CH:29]=[CH:28][CH:27]=2)[N:3]=1.